From a dataset of Reaction yield outcomes from USPTO patents with 853,638 reactions. Predict the reaction yield, written as a fraction of the theoretical maximum amount of product (1.0 means a 100% yield; for example, 0.34 means a 34% yield). (1) The product is [C:14]1([C:11]2[CH:12]=[CH:13][C:8]([C:4]3[C:3]([CH2:2][CH2:21][C:22]([OH:24])=[O:23])=[CH:7][O:6][N:5]=3)=[CH:9][CH:10]=2)[CH:19]=[CH:18][CH:17]=[CH:16][CH:15]=1. The catalyst is O1CCCC1. The yield is 0.830. The reactants are Cl[CH2:2][C:3]1[C:4]([C:8]2[CH:13]=[CH:12][C:11]([C:14]3[CH:19]=[CH:18][CH:17]=[CH:16][CH:15]=3)=[CH:10][CH:9]=2)=[N:5][O:6][CH:7]=1.C(OCC)(=O)[CH2:21][C:22]([O:24]CC)=[O:23].[H-].[Na+].Cl. (2) The reactants are [Li+].[OH-].[Cl:3][C:4]1[C:9]([C:10]([F:13])([F:12])[F:11])=[CH:8][N:7]=[C:6]2[N:14](S(C3C=CC=CC=3)(=O)=O)[CH:15]=[CH:16][C:5]=12.S([O-])(O)(=O)=O.[K+]. The catalyst is C1COCC1. The product is [Cl:3][C:4]1[C:9]([C:10]([F:12])([F:13])[F:11])=[CH:8][N:7]=[C:6]2[NH:14][CH:15]=[CH:16][C:5]=12. The yield is 0.910.